From a dataset of Catalyst prediction with 721,799 reactions and 888 catalyst types from USPTO. Predict which catalyst facilitates the given reaction. (1) Product: [O:25]=[C:23]1[C:22]2[C:21]3[CH2:20][CH2:26][CH2:27][C:28]=3[CH:19]=[CH:18][C:17]=2[N:16]=[C:15]([N:13]2[CH:14]=[C:10]([C:8]([OH:7])=[O:9])[CH:11]=[N:12]2)[NH:24]1.[O:49]=[C:47]1[C:46]2[C:41](=[CH:42][C:43]3[CH2:44][CH2:52][CH2:51][C:50]=3[CH:45]=2)[N:40]=[C:39]([N:37]2[CH:38]=[C:34]([C:32]([OH:31])=[O:33])[CH:35]=[N:36]2)[NH:48]1. The catalyst class is: 1. Reactant: O.[OH-].[Li+].O.C([O:7][C:8]([C:10]1[CH:11]=[N:12][N:13]([C:15]2[NH:24][C:23](=[O:25])[C:22]3[C:17](=[CH:18][C:19]4[CH2:28][CH2:27][CH2:26][C:20]=4[CH:21]=3)[N:16]=2)[CH:14]=1)=[O:9])C.C([O:31][C:32]([C:34]1[CH:35]=[N:36][N:37]([C:39]2[NH:48][C:47](=[O:49])[C:46]3[C:45]4[CH2:50][CH2:51][CH2:52][C:44]=4[CH:43]=[CH:42][C:41]=3[N:40]=2)[CH:38]=1)=[O:33])C. (2) Reactant: [C:1]([C:3]1[CH:8]=[CH:7][C:6]([C:9]2[N:13]3[CH:14]=[C:15]([C:18]4[CH:43]=[CH:42][C:21]([C:22]([N:24]5[CH2:41][CH2:40][C:27]6([N:32](C(OC(C)(C)C)=O)[CH2:31][CH2:30][CH2:29][CH2:28]6)[CH2:26][CH2:25]5)=[O:23])=[CH:20][CH:19]=4)[CH:16]=[CH:17][C:12]3=[N:11][CH:10]=2)=[CH:5][CH:4]=1)#[N:2].FC(F)(F)C(O)=O.C([O-])(O)=O.[Na+]. Product: [NH:32]1[C:27]2([CH2:26][CH2:25][N:24]([C:22]([C:21]3[CH:20]=[CH:19][C:18]([C:15]4[CH:16]=[CH:17][C:12]5[N:13]([C:9]([C:6]6[CH:5]=[CH:4][C:3]([C:1]#[N:2])=[CH:8][CH:7]=6)=[CH:10][N:11]=5)[CH:14]=4)=[CH:43][CH:42]=3)=[O:23])[CH2:41][CH2:40]2)[CH2:28][CH2:29][CH2:30][CH2:31]1. The catalyst class is: 34. (3) Reactant: [NH2:1][CH:2]1[CH2:5][N:4]([C:6]2[CH:11]=[CH:10][C:9]([NH:12][C:13]3[N:18]=[C:17]([C:19]4[N:23]([CH:24]([CH3:26])[CH3:25])[C:22]([CH3:27])=[N:21][CH:20]=4)[C:16]([F:28])=[CH:15][N:14]=3)=[CH:8][CH:7]=2)[CH2:3]1.C(N(CC)CC)C.[C:36](OC(=O)C)(=[O:38])[CH3:37]. Product: [F:28][C:16]1[C:17]([C:19]2[N:23]([CH:24]([CH3:25])[CH3:26])[C:22]([CH3:27])=[N:21][CH:20]=2)=[N:18][C:13]([NH:12][C:9]2[CH:8]=[CH:7][C:6]([N:4]3[CH2:3][CH:2]([NH:1][C:36](=[O:38])[CH3:37])[CH2:5]3)=[CH:11][CH:10]=2)=[N:14][CH:15]=1. The catalyst class is: 61. (4) Reactant: [H-].[Na+].[Cl:3][C:4]1[CH:9]=[CH:8][CH:7]=[CH:6][C:5]=1[OH:10].[CH3:11][C:12]1([CH3:30])[O:16][N:15]=[C:14]([S:17][CH2:18][C:19]2[C:20]([C:26]([F:29])([F:28])[F:27])=[N:21][N:22]([CH3:25])[C:23]=2F)[CH2:13]1.O. The catalyst class is: 9. Product: [Cl:3][C:4]1[CH:9]=[CH:8][CH:7]=[CH:6][C:5]=1[O:10][C:23]1[N:22]([CH3:25])[N:21]=[C:20]([C:26]([F:28])([F:27])[F:29])[C:19]=1[CH2:18][S:17][C:14]1[CH2:13][C:12]([CH3:30])([CH3:11])[O:16][N:15]=1. (5) Reactant: CC1(C)CCCC(C)(C)N1.O1CCCC1.C([Li])CCC.[F:21][C:22]1[CH:29]=[C:28]([CH3:30])[CH:27]=[CH:26][C:23]=1[C:24]#[N:25].[I:31]I.S([O-])([O-])(=O)=S.[Na+].[Na+]. Product: [F:21][C:22]1[C:29]([I:31])=[C:28]([CH3:30])[CH:27]=[CH:26][C:23]=1[C:24]#[N:25]. The catalyst class is: 6. (6) Reactant: [CH3:1][C:2]1[C:6]([C:7]2[CH:8]=[C:9]([C:24]([NH2:26])=[O:25])[C:10]3[NH:11][C:12]4[C:17]([C:18]=3[CH:19]=2)=[CH:16][CH:15]=[C:14]([C:20]([OH:23])([CH3:22])[CH3:21])[CH:13]=4)=[C:5]([CH3:27])[O:4][N:3]=1.[CH:28]1([S:31](Cl)(=[O:33])=[O:32])[CH2:30][CH2:29]1.C([O-])(=O)C.[NH4+]. Product: [CH:28]1([S:31]([N:11]2[C:10]3[C:9]([C:24]([NH2:26])=[O:25])=[CH:8][C:7]([C:6]4[C:2]([CH3:1])=[N:3][O:4][C:5]=4[CH3:27])=[CH:19][C:18]=3[C:17]3[C:12]2=[CH:13][C:14]([C:20]([OH:23])([CH3:22])[CH3:21])=[CH:15][CH:16]=3)(=[O:33])=[O:32])[CH2:30][CH2:29]1. The catalyst class is: 192. (7) Reactant: [NH2:1][C:2]1[CH:7]=[CH:6][C:5]([S:8]([N:11]([C:13]2[CH:32]=[CH:31][C:16]3[N:17]([CH2:24][CH:25]4[CH2:30][CH2:29][O:28][CH2:27][CH2:26]4)[C:18]([C:20]([CH3:23])([CH3:22])[CH3:21])=[N:19][C:15]=3[CH:14]=2)[CH3:12])(=[O:10])=[O:9])=[CH:4][CH:3]=1.[C:33]([O:36][CH2:37][C:38](Cl)=[O:39])(=[O:35])[CH3:34]. Product: [C:33]([O:36][CH2:37][C:38]([NH:1][C:2]1[CH:7]=[CH:6][C:5]([S:8]([N:11]([C:13]2[CH:32]=[CH:31][C:16]3[N:17]([CH2:24][CH:25]4[CH2:26][CH2:27][O:28][CH2:29][CH2:30]4)[C:18]([C:20]([CH3:23])([CH3:21])[CH3:22])=[N:19][C:15]=3[CH:14]=2)[CH3:12])(=[O:10])=[O:9])=[CH:4][CH:3]=1)=[O:39])(=[O:35])[CH3:34]. The catalyst class is: 64. (8) The catalyst class is: 44. Product: [F:1][C:2]1[CH:3]=[C:4]2[N:10]=[CH:9][N:8]([CH2:11][C:12]3[CH:23]=[CH:22][C:15]4[N:16]=[C:17]([NH:33][C@@H:26]5[C:27]6[C:32](=[CH:31][CH:30]=[CH:29][CH:28]=6)[CH2:24][C@H:25]5[OH:34])[S:18][C:14]=4[CH:13]=3)[C:5]2=[N:6][CH:7]=1. Reactant: [F:1][C:2]1[CH:3]=[C:4]2[N:10]=[CH:9][N:8]([CH2:11][C:12]3[CH:23]=[CH:22][C:15]4[N:16]=[C:17](S(C)=O)[S:18][C:14]=4[CH:13]=3)[C:5]2=[N:6][CH:7]=1.[CH2:24]1[C:32]2[C:27](=[CH:28][CH:29]=[CH:30][CH:31]=2)[C@@H:26]([NH2:33])[C@@H:25]1[OH:34].CCN(C(C)C)C(C)C. (9) Reactant: [Br:1][C:2]1[CH:10]=[C:9](Br)[C:8]2[N:7]([CH3:12])[CH2:6][C@@H:5]3[CH2:13][N:14]([C:17]([O:19][C:20]([CH3:23])([CH3:22])[CH3:21])=[O:18])[CH2:15][CH2:16][C:3]=1[C:4]=23.[CH2:24]1COCC1.C([Li])(C)(C)C.CCCCCC.CI. Product: [Br:1][C:2]1[CH:10]=[C:9]([CH3:24])[C:8]2[N:7]([CH3:12])[CH2:6][C@@H:5]3[CH2:13][N:14]([C:17]([O:19][C:20]([CH3:23])([CH3:22])[CH3:21])=[O:18])[CH2:15][CH2:16][C:3]=1[C:4]=23. The catalyst class is: 6. (10) Reactant: [Cl:1][C:2]1[CH:3]=[C:4]([C:9]2[N:10]([C:19]3[CH:24]=[CH:23][C:22]([S:25]([CH3:28])(=[O:27])=[O:26])=[CH:21][CH:20]=3)[CH2:11][C:12](O)([C:14]([F:17])([F:16])[F:15])[N:13]=2)[CH:5]=[CH:6][C:7]=1[CH3:8].O.C1(C)C=CC(S(O)(=O)=O)=CC=1. Product: [Cl:1][C:2]1[CH:3]=[C:4]([C:9]2[N:10]([C:19]3[CH:24]=[CH:23][C:22]([S:25]([CH3:28])(=[O:26])=[O:27])=[CH:21][CH:20]=3)[CH:11]=[C:12]([C:14]([F:17])([F:15])[F:16])[N:13]=2)[CH:5]=[CH:6][C:7]=1[CH3:8]. The catalyst class is: 11.